This data is from Full USPTO retrosynthesis dataset with 1.9M reactions from patents (1976-2016). The task is: Predict the reactants needed to synthesize the given product. (1) Given the product [NH2:30][C:21]1[C:20]2[N:19]=[C:18]([CH2:31][O:32][CH2:33][CH3:34])[N:17]([CH2:16][C:15]([NH:14][C:8](=[O:12])[CH:9]([CH3:11])[CH3:10])([CH3:35])[CH3:36])[C:29]=2[C:28]2[N:27]=[CH:26][CH:25]=[CH:24][C:23]=2[N:22]=1, predict the reactants needed to synthesize it. The reactants are: C(N(CC)CC)C.[C:8](Cl)(=[O:12])[CH:9]([CH3:11])[CH3:10].[NH2:14][C:15]([CH3:36])([CH3:35])[CH2:16][N:17]1[C:29]2[C:28]3[N:27]=[CH:26][CH:25]=[CH:24][C:23]=3[N:22]=[C:21]([NH2:30])[C:20]=2[N:19]=[C:18]1[CH2:31][O:32][CH2:33][CH3:34]. (2) Given the product [CH:20]1[C:21]2[C:16](=[CH:15][C:14]3[C:9]([C:8]=2[C:6]2[CH:5]=[C:4]([C:22]4[N:27]=[C:26]([C:28]5[CH:29]=[CH:30][CH:31]=[CH:32][CH:33]=5)[N:25]=[C:24]([C:34]5[CH:35]=[CH:36][CH:37]=[CH:38][CH:39]=5)[N:23]=4)[CH:3]=[C:2]([C:51]4[CH:50]=[CH:49][C:48]([C:43]5[N:44]=[C:45]([CH3:47])[CH:46]=[C:41]([CH3:40])[N:42]=5)=[CH:53][CH:52]=4)[CH:7]=2)=[CH:10][CH:11]=[CH:12][CH:13]=3)[CH:17]=[CH:18][CH:19]=1, predict the reactants needed to synthesize it. The reactants are: Cl[C:2]1[CH:3]=[C:4]([C:22]2[N:27]=[C:26]([C:28]3[CH:33]=[CH:32][CH:31]=[CH:30][CH:29]=3)[N:25]=[C:24]([C:34]3[CH:39]=[CH:38][CH:37]=[CH:36][CH:35]=3)[N:23]=2)[CH:5]=[C:6]([C:8]2[C:9]3[C:14]([CH:15]=[C:16]4[C:21]=2[CH:20]=[CH:19][CH:18]=[CH:17]4)=[CH:13][CH:12]=[CH:11][CH:10]=3)[CH:7]=1.[CH3:40][C:41]1[CH:46]=[C:45]([CH3:47])[N:44]=[C:43]([C:48]2[CH:53]=[CH:52][C:51](B3OC(C)(C)C(C)(C)O3)=[CH:50][CH:49]=2)[N:42]=1.C(=O)([O-])[O-].[K+].[K+].O1CCCC1.